Predict the reactants needed to synthesize the given product. From a dataset of Full USPTO retrosynthesis dataset with 1.9M reactions from patents (1976-2016). (1) Given the product [F:54][C:51]1[CH:50]=[CH:49][C:48]([C@@:37]2([CH2:32][C:30]#[N:31])[CH2:42][C:41]3([CH2:43][CH2:45][CH2:46][CH2:47]3)[O:40][CH2:39][CH2:38]2)=[CH:53][CH:52]=1, predict the reactants needed to synthesize it. The reactants are: COC1C=C(CNCCC2(C3C=CC(F)=CC=3)CCOC(C)(C)C2)C=CC=1OC.[C:30]([CH:32]([C:37]1([C:48]2[CH:53]=[CH:52][C:51]([F:54])=[CH:50][CH:49]=2)[CH2:42][C:41]2([CH2:47][CH2:46][CH2:45]C[CH2:43]2)[O:40][CH2:39][CH2:38]1)C(OC)=O)#[N:31].C(C(C1(C2C=CC(F)=CC=2)CC2(CCCC2)OCC1)C(OC)=O)#N.FC1C=CC(C2(CC#N)CC3(CCCCC3)OCC2)=CC=1. (2) Given the product [Br:21][C:4]1[C:5]([F:8])=[CH:6][CH:7]=[C:2]([F:1])[C:3]=1[OH:9], predict the reactants needed to synthesize it. The reactants are: [F:1][C:2]1[CH:7]=[CH:6][C:5]([F:8])=[CH:4][C:3]=1[OH:9].C(N)(C)C.C1C(=O)N([Br:21])C(=O)C1. (3) Given the product [CH:26]1([NH:25][C:23]([C:18]2[CH:17]=[C:16]([C:13]3[CH:12]=[CH:11][C:10]([C:8]4[O:9][C:5]([CH2:4][CH:37]5[CH2:39][CH2:38]5)=[N:6][N:7]=4)=[CH:15][CH:14]=3)[C:21]([CH3:22])=[CH:20][CH:19]=2)=[O:24])[CH2:28][CH2:27]1, predict the reactants needed to synthesize it. The reactants are: N([CH2:4][C:5]1[O:9][C:8]([C:10]2[CH:15]=[CH:14][C:13]([C:16]3[C:21]([CH3:22])=[CH:20][CH:19]=[C:18]([C:23]([NH:25][CH:26]4[CH2:28][CH2:27]4)=[O:24])[CH:17]=3)=[CH:12][CH:11]=2)=[N:7][N:6]=1)=[N+]=[N-].C(N(CC)CC)C.Cl.[CH:37]1(CC(=N)OCC)[CH2:39][CH2:38]1. (4) Given the product [CH3:27][S:28]([O:19][CH2:18][C:6]1[N:7]([CH2:11][CH2:12][S:13]([CH2:16][CH3:17])(=[O:15])=[O:14])[C:8]2[C:4]([CH:5]=1)=[CH:3][C:2]([Cl:1])=[CH:10][CH:9]=2)(=[O:30])=[O:29], predict the reactants needed to synthesize it. The reactants are: [Cl:1][C:2]1[CH:3]=[C:4]2[C:8](=[CH:9][CH:10]=1)[N:7]([CH2:11][CH2:12][S:13]([CH2:16][CH3:17])(=[O:15])=[O:14])[C:6]([CH2:18][OH:19])=[CH:5]2.C(N(CC)CC)C.[CH3:27][S:28](Cl)(=[O:30])=[O:29].C(=O)(O)[O-].[Na+]. (5) Given the product [CH2:10]([O:17][CH2:18][CH2:19][O:21][CH2:5][C:4]([NH:2][C:1](=[O:9])[O:3][C:4]([CH3:5])([CH3:7])[CH3:8])([CH3:8])[CH3:7])[C:11]1[CH:16]=[CH:15][CH:14]=[CH:13][CH:12]=1, predict the reactants needed to synthesize it. The reactants are: [C:1](=[O:9])([O:3][C:4]([CH3:8])([CH3:7])[CH2:5]O)[NH2:2].[CH2:10]([O:17][CH2:18][CH2:19]Br)[C:11]1[CH:16]=[CH:15][CH:14]=[CH:13][CH:12]=1.[OH-:21].[Na+]. (6) Given the product [NH2:13][C:8]1[CH:7]=[CH:6][C:5]([O:4][CH:1]([CH3:3])[CH3:2])=[CH:12][C:9]=1[C:10]#[N:11], predict the reactants needed to synthesize it. The reactants are: [CH:1]([O:4][C:5]1[CH:6]=[CH:7][C:8]([N+:13]([O-])=O)=[C:9]([CH:12]=1)[C:10]#[N:11])([CH3:3])[CH3:2].